From a dataset of Catalyst prediction with 721,799 reactions and 888 catalyst types from USPTO. Predict which catalyst facilitates the given reaction. Reactant: [CH3:1][N:2]1[C:6]2[CH:7]=[CH:8][C:9]([N+:11]([O-])=O)=[CH:10][C:5]=2[N:4]=[C:3]1[C:14]([F:17])([F:16])[F:15]. Product: [CH3:1][N:2]1[C:6]2[CH:7]=[CH:8][C:9]([NH2:11])=[CH:10][C:5]=2[N:4]=[C:3]1[C:14]([F:16])([F:15])[F:17]. The catalyst class is: 19.